Dataset: Catalyst prediction with 721,799 reactions and 888 catalyst types from USPTO. Task: Predict which catalyst facilitates the given reaction. (1) Reactant: Cl.C[O:3][C:4]1[CH:5]=[C:6]2[C:11](=[CH:12][CH:13]=1)[C:10]([O:14][C:15]1[CH:20]=[CH:19][C:18]([O:21][CH2:22][CH2:23][N:24]3[CH2:29][CH2:28][CH2:27][CH2:26][CH2:25]3)=[CH:17][CH:16]=1)=[C:9]([C:30]1[CH:31]=[C:32]([C:36]([N:38]3[CH2:43][CH2:42][O:41][CH2:40][CH2:39]3)=[O:37])[CH:33]=[CH:34][CH:35]=1)[CH:8]=[CH:7]2.B(Br)(Br)Br.C(=O)(O)[O-].[Na+]. Product: [OH:3][C:4]1[CH:5]=[C:6]2[C:11](=[CH:12][CH:13]=1)[C:10]([O:14][C:15]1[CH:20]=[CH:19][C:18]([O:21][CH2:22][CH2:23][N:24]3[CH2:25][CH2:26][CH2:27][CH2:28][CH2:29]3)=[CH:17][CH:16]=1)=[C:9]([C:30]1[CH:31]=[C:32]([C:36]([N:38]3[CH2:39][CH2:40][O:41][CH2:42][CH2:43]3)=[O:37])[CH:33]=[CH:34][CH:35]=1)[CH:8]=[CH:7]2. The catalyst class is: 4. (2) Reactant: Cl[C:2]1[C:7]([C:8]([O:10][CH2:11][CH3:12])=[O:9])=[C:6]([CH3:13])[N:5]=[C:4]([S:14][CH3:15])[N:3]=1.[NH2:16][C:17]1[CH:29]=[CH:28][C:20]([C:21]([O:23][C:24]([CH3:27])([CH3:26])[CH3:25])=[O:22])=[CH:19][CH:18]=1.C(N(CC)C(C)C)(C)C. Product: [C:24]([O:23][C:21]([C:20]1[CH:19]=[CH:18][C:17]([NH:16][C:2]2[C:7]([C:8]([O:10][CH2:11][CH3:12])=[O:9])=[C:6]([CH3:13])[N:5]=[C:4]([S:14][CH3:15])[N:3]=2)=[CH:29][CH:28]=1)=[O:22])([CH3:27])([CH3:25])[CH3:26]. The catalyst class is: 12. (3) Reactant: [C:1]([O:5][C:6]([N:8]1[CH2:12][CH2:11][CH2:10][C:9]1([CH2:31][CH2:32][CH2:33][CH3:34])[CH:13]([C:15]1[CH:20]=[CH:19][C:18]([N:21]([Si:26]([CH3:29])([CH3:28])[CH3:27])[Si:22]([CH3:25])([CH3:24])[CH3:23])=[C:17]([Cl:30])[CH:16]=1)[OH:14])=[O:7])([CH3:4])([CH3:3])[CH3:2]. Product: [C:1]([O:5][C:6]([N:8]1[CH2:12][CH2:11][CH2:10][C:9]1([CH2:31][CH2:32][CH2:33][CH3:34])[C:13](=[O:14])[C:15]1[CH:20]=[CH:19][C:18]([N:21]([Si:26]([CH3:27])([CH3:29])[CH3:28])[Si:22]([CH3:25])([CH3:24])[CH3:23])=[C:17]([Cl:30])[CH:16]=1)=[O:7])([CH3:4])([CH3:3])[CH3:2]. The catalyst class is: 2. (4) Reactant: [H-].[Na+].[C:3]([CH2:5]P(=O)(OCC)OCC)#[N:4].[O:14]1[CH:18]=[CH:17][C:16]([CH:19]2[CH2:22][C:21](=O)[CH2:20]2)=[N:15]1. Product: [O:14]1[CH:18]=[CH:17][C:16]([CH:19]2[CH2:22][C:21](=[CH:5][C:3]#[N:4])[CH2:20]2)=[N:15]1. The catalyst class is: 7. (5) Reactant: C([O:8][C:9]1[CH:10]=[C:11]([CH:26]=[CH:27][CH:28]=1)[O:12][CH:13]1[CH2:18][CH2:17][N:16]([C:19]([O:21][C:22]([CH3:25])([CH3:24])[CH3:23])=[O:20])[CH2:15][CH2:14]1)C1C=CC=CC=1. Product: [OH:8][C:9]1[CH:10]=[C:11]([CH:26]=[CH:27][CH:28]=1)[O:12][CH:13]1[CH2:18][CH2:17][N:16]([C:19]([O:21][C:22]([CH3:25])([CH3:23])[CH3:24])=[O:20])[CH2:15][CH2:14]1. The catalyst class is: 178. (6) Reactant: [OH-].[K+].[C:3]([O:7][C:8]([N:10]1[CH2:15][CH2:14][CH:13]([O:16][C:17]2[CH:26]=[C:25]([N:27]([CH3:29])[CH3:28])[CH:24]=[CH:23][C:18]=2[C:19]([O:21]C)=[O:20])[CH2:12][CH2:11]1)=[O:9])([CH3:6])([CH3:5])[CH3:4].C(O)C. Product: [C:3]([O:7][C:8]([N:10]1[CH2:15][CH2:14][CH:13]([O:16][C:17]2[CH:26]=[C:25]([N:27]([CH3:29])[CH3:28])[CH:24]=[CH:23][C:18]=2[C:19]([OH:21])=[O:20])[CH2:12][CH2:11]1)=[O:9])([CH3:6])([CH3:5])[CH3:4]. The catalyst class is: 6.